This data is from Forward reaction prediction with 1.9M reactions from USPTO patents (1976-2016). The task is: Predict the product of the given reaction. Given the reactants C([O:8][C:9]1[CH:28]=[CH:27][C:12]([CH2:13][C:14]2[CH:18]=[C:17]([C:19]3[C:20]([NH2:26])=[N:21][C:22]([NH2:25])=[CH:23][CH:24]=3)[O:16][N:15]=2)=[CH:11][CH:10]=1)C1C=CC=CC=1.C1(SC)C=CC=CC=1.C(=O)([O-])O.[Na+], predict the reaction product. The product is: [NH2:26][C:20]1[C:19]([C:17]2[O:16][N:15]=[C:14]([CH2:13][C:12]3[CH:27]=[CH:28][C:9]([OH:8])=[CH:10][CH:11]=3)[CH:18]=2)=[CH:24][CH:23]=[C:22]([NH2:25])[N:21]=1.